The task is: Predict the reactants needed to synthesize the given product.. This data is from Full USPTO retrosynthesis dataset with 1.9M reactions from patents (1976-2016). Given the product [C:59]([O:58][C:57]([N:56]([C:64]([O:66][C:67]([CH3:70])([CH3:69])[CH3:68])=[O:65])[C:53]1[N:54]=[CH:55][C:50]([C:20]2[CH:19]=[CH:18][N:17]=[C:16]([C:3]3([C:1]#[N:2])[CH2:8][CH2:7][N:6]([C:9]([O:11][C:12]([CH3:15])([CH3:14])[CH3:13])=[O:10])[CH2:5][CH2:4]3)[CH:21]=2)=[N:51][C:52]=1[C:71]#[CH:72])=[O:63])([CH3:62])([CH3:61])[CH3:60], predict the reactants needed to synthesize it. The reactants are: [C:1]([C:3]1([C:16]2[CH:21]=[C:20](I)[CH:19]=[CH:18][N:17]=2)[CH2:8][CH2:7][N:6]([C:9]([O:11][C:12]([CH3:15])([CH3:14])[CH3:13])=[O:10])[CH2:5][CH2:4]1)#[N:2].B1(B2OC(C)(C)C(C)(C)O2)OC(C)(C)C(C)(C)O1.C([O-])(=O)C.[K+].ClCCl.Br[C:50]1[N:51]=[C:52]([C:71]#[C:72][Si](C)(C)C)[C:53]([N:56]([C:64]([O:66][C:67]([CH3:70])([CH3:69])[CH3:68])=[O:65])[C:57](=[O:63])[O:58][C:59]([CH3:62])([CH3:61])[CH3:60])=[N:54][CH:55]=1.C(=O)([O-])[O-].[Na+].[Na+].